From a dataset of CYP2D6 inhibition data for predicting drug metabolism from PubChem BioAssay. Regression/Classification. Given a drug SMILES string, predict its absorption, distribution, metabolism, or excretion properties. Task type varies by dataset: regression for continuous measurements (e.g., permeability, clearance, half-life) or binary classification for categorical outcomes (e.g., BBB penetration, CYP inhibition). Dataset: cyp2d6_veith. (1) The molecule is C=C(C)COc1ccc(-c2n[nH]c(C)c2-c2ccc(OC)cc2)c(O)c1. The result is 0 (non-inhibitor). (2) The molecule is Cn1ncc2c(Nc3cccc(C(=O)O)c3)ncnc21. The result is 0 (non-inhibitor).